Dataset: Human liver microsome stability data. Task: Regression/Classification. Given a drug SMILES string, predict its absorption, distribution, metabolism, or excretion properties. Task type varies by dataset: regression for continuous measurements (e.g., permeability, clearance, half-life) or binary classification for categorical outcomes (e.g., BBB penetration, CYP inhibition). Dataset: hlm. (1) The molecule is O=C(N[C@@H](Cc1c[nH]c2ccccc12)C(=O)Nc1ccncc1)c1ccc(-c2ccc(F)cc2)cc1F. The result is 1 (stable in human liver microsomes). (2) The drug is O=C(NC[C@H]1CC[C@@H](CCOc2ccccc2)CC1)c1cc[nH]c1. The result is 0 (unstable in human liver microsomes). (3) The drug is CC(C)(C)CCN1C(=O)C(C2=NS(=O)(=O)c3cc(NS(C)(=O)=O)ccc3N2)=C(O)C2CCCC21. The result is 1 (stable in human liver microsomes). (4) The compound is Cc1c(-c2ccc(Cc3ccc(OC(F)(F)F)cc3)cc2)nc2cc(Cl)ccc2c1O. The result is 0 (unstable in human liver microsomes).